Dataset: Full USPTO retrosynthesis dataset with 1.9M reactions from patents (1976-2016). Task: Predict the reactants needed to synthesize the given product. (1) Given the product [CH3:24][O:23][C:18]1[CH:19]=[CH:20][CH:21]=[CH:22][C:17]=1[C:16]1[C:10]2[C:11](=[N:12][CH:13]=[C:8]([N:40]([CH3:45])[C:49]3[CH:50]=[CH:51][CH:52]=[CH:2][CH:1]=3)[CH:9]=2)[NH:14][CH:15]=1, predict the reactants needed to synthesize it. The reactants are: [CH3:1][C:2](C)([O-])C.[Na+].Br[C:8]1[CH:9]=[C:10]2[C:16]([C:17]3[CH:22]=[CH:21][CH:20]=[CH:19][C:18]=3[O:23][CH3:24])=[CH:15][N:14]([Si](C(C)C)(C(C)C)C(C)C)[C:11]2=[N:12][CH:13]=1.[F-].C([N+:40]([CH2:49][CH2:50][CH2:51][CH3:52])([CH2:45]CCC)CCCC)CCC.[Na]. (2) Given the product [Cl:11][C:12]1[N:17]=[C:16]([C:18]([OH:6])=[O:19])[C:15]2[C:20]([O:42][CH3:43])=[N:21][N:22]([C:23]([C:24]3[CH:29]=[CH:28][CH:27]=[CH:26][CH:25]=3)([C:30]3[CH:31]=[CH:32][CH:33]=[CH:34][CH:35]=3)[C:36]3[CH:37]=[CH:38][CH:39]=[CH:40][CH:41]=3)[C:14]=2[CH:13]=1, predict the reactants needed to synthesize it. The reactants are: Cl([O-])=O.[Na+].P([O-])(O)(O)=[O:6].[Na+].[Cl:11][C:12]1[N:17]=[C:16]([CH:18]=[O:19])[C:15]2[C:20]([O:42][CH3:43])=[N:21][N:22]([C:23]([C:36]3[CH:41]=[CH:40][CH:39]=[CH:38][CH:37]=3)([C:30]3[CH:35]=[CH:34][CH:33]=[CH:32][CH:31]=3)[C:24]3[CH:29]=[CH:28][CH:27]=[CH:26][CH:25]=3)[C:14]=2[CH:13]=1.CC(=CC)C. (3) Given the product [CH3:27][S:28]([O:14][C@@H:15]1[CH2:19][CH2:18][N:17]([C:20]([O:22][C:23]([CH3:26])([CH3:25])[CH3:24])=[O:21])[CH2:16]1)(=[O:30])=[O:29], predict the reactants needed to synthesize it. The reactants are: N1CC[C@H](/C=C/C2C=NC=NC=2)C1.[OH:14][C@@H:15]1[CH2:19][CH2:18][N:17]([C:20]([O:22][C:23]([CH3:26])([CH3:25])[CH3:24])=[O:21])[CH2:16]1.[CH3:27][S:28](Cl)(=[O:30])=[O:29]. (4) Given the product [CH2:33]([N:32]1[C:22]2[C:23](=[CH:24][C:25]3[N:13]([CH2:1][CH2:2][CH2:3][CH2:4][CH2:5][CH2:6][CH2:7][CH2:8][CH2:9][CH2:10][CH2:11][CH3:12])[C:14]4[C:15]([C:20]=3[CH:21]=2)=[CH:16][CH:17]=[CH:18][CH:19]=4)[C:26]2[C:27]1=[CH:28][CH:29]=[CH:30][CH:31]=2)[CH2:34][CH2:35][CH2:36][CH2:37][CH2:38][CH2:39][CH2:40][CH2:41][CH2:42][CH2:43][CH3:44], predict the reactants needed to synthesize it. The reactants are: [CH2:1]([NH:13][C:14]1[C:15]([C:20]2[CH:25]=[CH:24][C:23]([C:26]3[C:27]([NH:32][CH2:33][CH2:34][CH2:35][CH2:36][CH2:37][CH2:38][CH2:39][CH2:40][CH2:41][CH2:42][CH2:43][CH3:44])=[CH:28][CH:29]=[CH:30][CH:31]=3)=[CH:22][CH:21]=2)=[CH:16][CH:17]=[CH:18][CH:19]=1)[CH2:2][CH2:3][CH2:4][CH2:5][CH2:6][CH2:7][CH2:8][CH2:9][CH2:10][CH2:11][CH3:12].C([O-])(=O)C.C([O-])(=O)C.C1([IH+])C=CC=CC=1.C1([IH+])C=CC=CC=1. (5) Given the product [F:27][C:3]([F:2])([F:26])[C:4]1[CH:25]=[CH:24][CH:23]=[CH:22][C:5]=1[CH:6]([O:17][CH:18]1[CH2:21][N:20]([C:39]([NH:38][CH:32]2[CH2:37][CH2:36][CH2:35][CH2:34][CH2:33]2)=[O:40])[CH2:19]1)[C:7]1[CH:12]=[CH:11][C:10]([O:13][CH:14]([F:15])[F:16])=[CH:9][CH:8]=1, predict the reactants needed to synthesize it. The reactants are: Cl.[F:2][C:3]([F:27])([F:26])[C:4]1[CH:25]=[CH:24][CH:23]=[CH:22][C:5]=1[CH:6]([O:17][CH:18]1[CH2:21][NH:20][CH2:19]1)[C:7]1[CH:12]=[CH:11][C:10]([O:13][CH:14]([F:16])[F:15])=[CH:9][CH:8]=1.C(=O)([O-])[O-].[CH:32]1([N:38]=[C:39]=[O:40])[CH2:37][CH2:36][CH2:35][CH2:34][CH2:33]1. (6) Given the product [CH3:20][C:21]1[C:25]([C:15]2[CH:16]=[CH:17][C:12]([O:11][CH2:10][C:6]3[CH:5]=[C:4]([CH:9]=[CH:8][CH:7]=3)[C:3]([OH:2])=[O:19])=[CH:13][CH:14]=2)=[C:24]([CH3:29])[O:23][N:22]=1, predict the reactants needed to synthesize it. The reactants are: C[O:2][C:3](=[O:19])[C:4]1[CH:9]=[CH:8][CH:7]=[C:6]([CH2:10][O:11][C:12]2[CH:17]=[CH:16][C:15](I)=[CH:14][CH:13]=2)[CH:5]=1.[CH3:20][C:21]1[C:25](B(O)O)=[C:24]([CH3:29])[O:23][N:22]=1. (7) Given the product [Br:1][C:2]1[CH:7]=[C:6]([F:8])[CH:5]=[CH:4][C:3]=1[C@@H:9]1[CH2:11][C@H:10]1[C:12]([OH:14])=[O:13], predict the reactants needed to synthesize it. The reactants are: [Br:1][C:2]1[CH:7]=[C:6]([F:8])[CH:5]=[CH:4][C:3]=1[C@@H:9]1[CH2:11][C@H:10]1[C:12]([O:14]C)=[O:13].[OH-].[Na+].O.